This data is from NCI-60 drug combinations with 297,098 pairs across 59 cell lines. The task is: Regression. Given two drug SMILES strings and cell line genomic features, predict the synergy score measuring deviation from expected non-interaction effect. Drug 2: C1=CN(C=N1)CC(O)(P(=O)(O)O)P(=O)(O)O. Synergy scores: CSS=3.61, Synergy_ZIP=1.98, Synergy_Bliss=3.69, Synergy_Loewe=3.68, Synergy_HSA=2.09. Drug 1: CC1=C(C(CCC1)(C)C)C=CC(=CC=CC(=CC(=O)O)C)C. Cell line: COLO 205.